From a dataset of Forward reaction prediction with 1.9M reactions from USPTO patents (1976-2016). Predict the product of the given reaction. (1) Given the reactants FC(F)(F)S(O[C:7]1[C:15]2[CH:14]=[CH:13][S:12][C:11]=2[CH:10]=[CH:9][CH:8]=1)(=O)=O.[CH3:18][N:19]1CCCC1=O, predict the reaction product. The product is: [S:12]1[CH:13]=[CH:14][C:15]2[C:7]([C:18]#[N:19])=[CH:8][CH:9]=[CH:10][C:11]1=2. (2) Given the reactants [CH:1]12[O:8][CH:5]([CH2:6][CH2:7]1)[CH2:4][N:3]([C:9]1[N:14]=[C:13]([Cl:15])[N:12]=[C:11]([C:16]3(O)[CH2:18][CH2:17]3)[C:10]=1[CH2:20][OH:21])[CH2:2]2.C1C=CC(P(C2C=CC=CC=2)C2C=CC=CC=2)=CC=1.CCOC(/N=N/C(OCC)=O)=O, predict the reaction product. The product is: [CH:1]12[O:8][CH:5]([CH2:6][CH2:7]1)[CH2:4][N:3]([C:9]1[C:10]3[CH2:20][O:21][C:16]4([CH2:17][CH2:18]4)[C:11]=3[N:12]=[C:13]([Cl:15])[N:14]=1)[CH2:2]2. (3) Given the reactants C([BH-](CC)CC)C.[Li+].C([O:11][C:12]([C@@H:14]1[N:18]([CH3:19])[C:17](=[O:20])[CH2:16][C@@H:15]1[C:21]1[CH:26]=[CH:25][CH:24]=[CH:23][CH:22]=1)=O)C.Cl.C(=O)([O-])[O-].[K+].[K+], predict the reaction product. The product is: [OH:11][CH2:12][CH:14]1[N:18]([CH3:19])[C:17](=[O:20])[CH2:16][CH:15]1[C:21]1[CH:26]=[CH:25][CH:24]=[CH:23][CH:22]=1. (4) Given the reactants Cl[C:2]1[N:10]=[CH:9][N:8]=[C:7]2[C:3]=1[N:4]=[CH:5][N:6]2[CH:11]([CH2:14][CH2:15][CH2:16][CH2:17][CH2:18][CH2:19][CH3:20])[CH2:12][CH3:13].[NH3:21], predict the reaction product. The product is: [CH3:13][CH2:12][CH:11]([N:6]1[CH:5]=[N:4][C:3]2[C:7]1=[N:8][CH:9]=[N:10][C:2]=2[NH2:21])[CH2:14][CH2:15][CH2:16][CH2:17][CH2:18][CH2:19][CH3:20]. (5) Given the reactants [CH3:1][CH:2]([O:4][C:5](=[O:22])[NH:6][C@H:7]1[C:16]2[C:11](=[CH:12][CH:13]=[C:14](Br)[CH:15]=2)[N:10]([C:18](=[O:20])[CH3:19])[C@@H:9]([CH3:21])[CH2:8]1)[CH3:3].[CH:23]([C:25]1[CH:30]=[CH:29][C:28](B(O)O)=[CH:27][CH:26]=1)=[O:24].C(=O)([O-])[O-].[K+].[K+], predict the reaction product. The product is: [CH3:1][CH:2]([O:4][C:5](=[O:22])[NH:6][C@H:7]1[C:16]2[C:11](=[CH:12][CH:13]=[C:14]([C:28]3[CH:29]=[CH:30][C:25]([CH:23]=[O:24])=[CH:26][CH:27]=3)[CH:15]=2)[N:10]([C:18](=[O:20])[CH3:19])[C@@H:9]([CH3:21])[CH2:8]1)[CH3:3]. (6) Given the reactants [OH:1][C:2]1[C:3]([CH2:16][OH:17])=[C:4]([CH:9]=[CH:10][C:11]([O:13][CH2:14][CH3:15])=[O:12])[CH:5]=[N:6][C:7]=1[CH3:8], predict the reaction product. The product is: [OH:1][C:2]1[C:3]([CH2:16][OH:17])=[C:4]([CH2:9][CH2:10][C:11]([O:13][CH2:14][CH3:15])=[O:12])[CH:5]=[N:6][C:7]=1[CH3:8].